Binary Classification. Given a T-cell receptor sequence (or CDR3 region) and an epitope sequence, predict whether binding occurs between them. From a dataset of TCR-epitope binding with 47,182 pairs between 192 epitopes and 23,139 TCRs. (1) The epitope is IVDTVSALV. The TCR CDR3 sequence is CASSLTGGGLDTQYF. Result: 0 (the TCR does not bind to the epitope). (2) The epitope is PKYVKQNTLKLAT. The TCR CDR3 sequence is CASSRGTENEKLFF. Result: 1 (the TCR binds to the epitope). (3) The epitope is SFHSLHLLF. The TCR CDR3 sequence is CASSWTVYYEQYF. Result: 1 (the TCR binds to the epitope). (4) The epitope is YFPLQSYGF. The TCR CDR3 sequence is CASSLHDRGSRTEAFF. Result: 0 (the TCR does not bind to the epitope). (5) The epitope is HTTDPSFLGRY. The TCR CDR3 sequence is CASNDGELFF. Result: 1 (the TCR binds to the epitope). (6) The epitope is FLPRVFSAV. The TCR CDR3 sequence is CSVRPGSAYEQYF. Result: 0 (the TCR does not bind to the epitope). (7) The epitope is SSNVANYQK. The TCR CDR3 sequence is CASKTPSRGPHTEAFF. Result: 0 (the TCR does not bind to the epitope). (8) The epitope is IVTDFSVIK. The TCR CDR3 sequence is CASSVGQVFYSGTF. Result: 1 (the TCR binds to the epitope). (9) The epitope is PKYVKQNTLKLAT. The TCR CDR3 sequence is CAWSGRRGVTEAFF. Result: 1 (the TCR binds to the epitope). (10) The epitope is FLKEKGGL. The TCR CDR3 sequence is CASSLQGSNQPQHF. Result: 0 (the TCR does not bind to the epitope).